Dataset: Forward reaction prediction with 1.9M reactions from USPTO patents (1976-2016). Task: Predict the product of the given reaction. (1) Given the reactants [CH3:1][NH:2][CH2:3][CH2:4][C:5]1[CH:10]=[CH:9][CH:8]=[CH:7][CH:6]=1.CCN(C(C)C)C(C)C.Br[C:21]1[N:26]=[C:25](/[CH:27]=[C:28]2/[C:29](=[O:34])[NH:30][C:31](=[O:33])[S:32]/2)[CH:24]=[CH:23][CH:22]=1, predict the reaction product. The product is: [CH3:1][N:2]([CH2:3][CH2:4][C:5]1[CH:10]=[CH:9][CH:8]=[CH:7][CH:6]=1)[C:21]1[N:26]=[C:25](/[CH:27]=[C:28]2/[C:29](=[O:34])[NH:30][C:31](=[O:33])[S:32]/2)[CH:24]=[CH:23][CH:22]=1. (2) Given the reactants [NH:1]1[CH2:4][CH:3]([N:5]2[CH:9]=[C:8]([C:10]3[CH:11]=[N:12][C:13]4[C:18]([CH:19]=3)=[CH:17][C:16]([S:20][C:21]3[N:25]5[N:26]=[C:27]([CH3:30])[CH:28]=[CH:29][C:24]5=[N:23][N:22]=3)=[CH:15][CH:14]=4)[CH:7]=[N:6]2)[CH2:2]1.[CH:31](=O)[CH3:32].C(O[BH-](OC(=O)C)OC(=O)C)(=O)C.[Na+], predict the reaction product. The product is: [CH2:31]([N:1]1[CH2:2][CH:3]([N:5]2[CH:9]=[C:8]([C:10]3[CH:11]=[N:12][C:13]4[C:18]([CH:19]=3)=[CH:17][C:16]([S:20][C:21]3[N:25]5[N:26]=[C:27]([CH3:30])[CH:28]=[CH:29][C:24]5=[N:23][N:22]=3)=[CH:15][CH:14]=4)[CH:7]=[N:6]2)[CH2:4]1)[CH3:32]. (3) Given the reactants [NH2:1][C:2]1[C:10]2[C:5](=[N:6][C:7]([C:17]3[CH:22]=[CH:21][C:20]([F:23])=[CH:19][CH:18]=3)=[C:8]([C:11]3[CH:16]=[CH:15][N:14]=[CH:13][CH:12]=3)[CH:9]=2)[NH:4][N:3]=1.Cl.[C:25](Cl)(=[O:32])[C:26]1[CH:31]=[CH:30][N:29]=[CH:28][CH:27]=1, predict the reaction product. The product is: [F:23][C:20]1[CH:21]=[CH:22][C:17]([C:7]2[N:6]=[C:5]3[NH:4][N:3]=[C:2]([NH:1][C:25](=[O:32])[C:26]4[CH:31]=[CH:30][N:29]=[CH:28][CH:27]=4)[C:10]3=[CH:9][C:8]=2[C:11]2[CH:16]=[CH:15][N:14]=[CH:13][CH:12]=2)=[CH:18][CH:19]=1.